From a dataset of Forward reaction prediction with 1.9M reactions from USPTO patents (1976-2016). Predict the product of the given reaction. (1) Given the reactants Cl[C:2](=[O:8])[C:3]([O:5][CH2:6][CH3:7])=[O:4].[F:9][C:10]1[CH:15]=[CH:14][C:13]([S:16]([N:19]2[C:28]3[C:23](=[CH:24][C:25]([C:29]([OH:38])([C:34]([F:37])([F:36])[F:35])[C:30]([F:33])([F:32])[F:31])=[CH:26][CH:27]=3)[CH2:22][CH2:21][C@H:20]2[CH2:39][C:40]([NH:42][NH2:43])=O)(=[O:18])=[O:17])=[CH:12][CH:11]=1.CCN(C(C)C)C(C)C, predict the reaction product. The product is: [F:9][C:10]1[CH:15]=[CH:14][C:13]([S:16]([N:19]2[C:28]3[C:23](=[CH:24][C:25]([C:29]([OH:38])([C:30]([F:31])([F:33])[F:32])[C:34]([F:37])([F:36])[F:35])=[CH:26][CH:27]=3)[CH2:22][CH2:21][C@H:20]2[CH2:39][C:40]2[O:8][C:2]([C:3]([O:5][CH2:6][CH3:7])=[O:4])=[N:43][N:42]=2)(=[O:17])=[O:18])=[CH:12][CH:11]=1. (2) Given the reactants [BH4-].[Li+].[N+:3]([C:6]1[CH:7]=[C:8]([CH:12]([CH3:17])[C:13](OC)=[O:14])[CH:9]=[CH:10][CH:11]=1)([O-:5])=[O:4], predict the reaction product. The product is: [N+:3]([C:6]1[CH:7]=[C:8]([CH:12]([CH3:17])[CH2:13][OH:14])[CH:9]=[CH:10][CH:11]=1)([O-:5])=[O:4]. (3) Given the reactants [S:1]1[C:5]([C:6]2[O:10]C(=O)C3(CCCC3)N=2)=[CH:4][C:3]2[CH:16]=[CH:17][CH:18]=[CH:19][C:2]1=2.Cl.[O:21]1CCOCC1.C(C1(C(O)=O)CCCCC1N)(OC(C)(C)C)=O, predict the reaction product. The product is: [S:1]1[C:5]([C:6]([OH:10])=[O:21])=[CH:4][C:3]2[CH:16]=[CH:17][CH:18]=[CH:19][C:2]1=2. (4) The product is: [CH3:1][O:2][C:3]1[CH:11]=[C:10]2[C:6]([CH2:7][CH:8]([CH2:13][C:14]3[CH:19]=[CH:18][CH:17]=[C:16]([C:20]([F:23])([F:22])[F:21])[CH:15]=3)[C:9]2=[O:12])=[CH:5][C:4]=1[N:24]1[CH2:29][CH2:28][CH:27]([CH3:30])[CH2:26][CH2:25]1. Given the reactants [CH3:1][O:2][C:3]1[CH:11]=[C:10]2[C:6]([CH2:7]/[C:8](=[CH:13]\[C:14]3[CH:19]=[CH:18][CH:17]=[C:16]([C:20]([F:23])([F:22])[F:21])[CH:15]=3)/[C:9]2=[O:12])=[CH:5][C:4]=1[N:24]1[CH2:29][CH2:28][CH:27]([CH3:30])[CH2:26][CH2:25]1, predict the reaction product. (5) Given the reactants [CH3:1][C:2]1[CH:7]=[C:6]([C:8]2[N:12]=[C:11]([NH2:13])[S:10][CH:9]=2)[CH:5]=[CH:4][C:3]=1[F:14].[Cl:15][C:16]1[C:17]([CH3:26])=[C:18]([S:22](Cl)(=[O:24])=[O:23])[CH:19]=[CH:20][CH:21]=1, predict the reaction product. The product is: [Cl:15][C:16]1[C:17]([CH3:26])=[C:18]([S:22]([NH:13][C:11]2[S:10][CH:9]=[C:8]([C:6]3[CH:5]=[CH:4][C:3]([F:14])=[C:2]([CH3:1])[CH:7]=3)[N:12]=2)(=[O:24])=[O:23])[CH:19]=[CH:20][CH:21]=1.